Dataset: Forward reaction prediction with 1.9M reactions from USPTO patents (1976-2016). Task: Predict the product of the given reaction. (1) Given the reactants [I:1][C:2]1[CH:7]=[CH:6][C:5]([NH:8][C:9]2[N:14]=[CH:13][CH:12]=[CH:11][N:10]=2)=[CH:4][CH:3]=1.Br.Br[CH2:17][C:18]1[CH:23]=[CH:22][CH:21]=[CH:20][N:19]=1.[H-].[Na+], predict the reaction product. The product is: [I:1][C:2]1[CH:3]=[CH:4][C:5]([N:8]([CH2:17][C:18]2[CH:23]=[CH:22][CH:21]=[CH:20][N:19]=2)[C:9]2[N:10]=[CH:11][CH:12]=[CH:13][N:14]=2)=[CH:6][CH:7]=1. (2) The product is: [Cl:1][C:2]1[CH:10]=[C:9]2[C:5]([C:6]([I:11])=[N:7][N:8]2[CH2:12][CH3:13])=[CH:4][CH:3]=1. Given the reactants [Cl:1][C:2]1[CH:10]=[C:9]2[C:5]([C:6]([I:11])=[N:7][NH:8]2)=[CH:4][CH:3]=1.[CH3:12][C:13]([O-])(C)C.[K+].ICC, predict the reaction product.